From a dataset of Peptide-MHC class II binding affinity with 134,281 pairs from IEDB. Regression. Given a peptide amino acid sequence and an MHC pseudo amino acid sequence, predict their binding affinity value. This is MHC class II binding data. (1) The peptide sequence is TTAAGAASGAATVAA. The MHC is HLA-DQA10301-DQB10302 with pseudo-sequence HLA-DQA10301-DQB10302. The binding affinity (normalized) is 0.360. (2) The peptide sequence is RGKMDVSGVQAPVGA. The MHC is DRB1_0404 with pseudo-sequence DRB1_0404. The binding affinity (normalized) is 0.257. (3) The peptide sequence is YVAWMSATAALAREA. The MHC is DRB4_0101 with pseudo-sequence DRB4_0103. The binding affinity (normalized) is 0.408. (4) The peptide sequence is GLLYTVKYPNLSDLD. The MHC is H-2-IAb with pseudo-sequence H-2-IAb. The binding affinity (normalized) is 0.422. (5) The MHC is HLA-DPA10201-DPB10501 with pseudo-sequence HLA-DPA10201-DPB10501. The binding affinity (normalized) is 0.701. The peptide sequence is ETKYFAATQFEPLAA.